From a dataset of Forward reaction prediction with 1.9M reactions from USPTO patents (1976-2016). Predict the product of the given reaction. (1) The product is: [CH3:1][N:2]1[CH:6]=[CH:5][N:4]=[C:3]1[C:7]1[S:15][C:14]2[C:9](=[N:10][CH:11]=[CH:12][C:13]=2[NH:16][C:17]2[CH:22]=[CH:21][C:20]([NH:23][C:43]([NH:45][C:46](=[O:56])[CH2:47][C:48]3[CH:49]=[CH:50][CH:51]=[CH:52][CH:53]=3)=[S:44])=[CH:19][CH:18]=2)[CH:8]=1. Given the reactants [CH3:1][N:2]1[CH:6]=[CH:5][N:4]=[C:3]1[C:7]1[S:15][C:14]2[C:9](=[N:10][CH:11]=[CH:12][C:13]=2[NH:16][C:17]2[CH:22]=[CH:21][C:20]([NH2:23])=[CH:19][CH:18]=2)[CH:8]=1.Cl.Cl.N1C2C(=NC=CC=2OC2C=CC(N[C:43]([NH:45][C:46](=[O:56])[CH2:47][C:48]3[C:53](Cl)=[CH:52][CH:51]=[CH:50][C:49]=3Cl)=[S:44])=CC=2F)C=C1.ClC1C=CC=C(Cl)C=1CC(N=C=S)=O.[N-]=C=S, predict the reaction product. (2) Given the reactants [CH3:1][O:2][CH:3]([O:19][CH3:20])[C:4]1[CH:9]=[CH:8][C:7]([CH:10](O)[CH2:11][C:12]2[CH:17]=[CH:16][CH:15]=[CH:14][CH:13]=2)=[CH:6][CH:5]=1.Cl.[NH2:22][C:23]([NH2:25])=[NH:24].[CH3:26][O-].[Na+], predict the reaction product. The product is: [CH3:1][O:2][CH:3]([O:19][CH3:20])[C:4]1[CH:9]=[CH:8][C:7]([C:10]2[C:11]([C:12]3[CH:17]=[CH:16][CH:15]=[CH:14][CH:13]=3)=[CH:26][N:22]=[C:23]([NH2:25])[N:24]=2)=[CH:6][CH:5]=1.